From a dataset of Forward reaction prediction with 1.9M reactions from USPTO patents (1976-2016). Predict the product of the given reaction. Given the reactants [CH3:1][C:2]1([CH3:14])[CH2:8][CH2:7][C:6](=O)[NH:5][C:4]2[CH:10]=[CH:11][CH:12]=[CH:13][C:3]1=2.[H-].[H-].[H-].[H-].[Li+].[Al+3].[OH-].[Na+].[O-]S([O-])(=O)=O.[Na+].[Na+], predict the reaction product. The product is: [CH3:1][C:2]1([CH3:14])[CH2:8][CH2:7][CH2:6][NH:5][C:4]2[CH:10]=[CH:11][CH:12]=[CH:13][C:3]1=2.